From a dataset of Full USPTO retrosynthesis dataset with 1.9M reactions from patents (1976-2016). Predict the reactants needed to synthesize the given product. (1) The reactants are: [C:1]([C:3]1[CH:8]=[CH:7][C:6]([C:9]2[N:13]3[CH:14]=[C:15]([C:18]4[CH:26]=[CH:25][C:21]([C:22](O)=[O:23])=[CH:20][CH:19]=4)[CH:16]=[CH:17][C:12]3=[N:11][CH:10]=2)=[CH:5][CH:4]=1)#[N:2].CN(C(ON1N=NC2C=CC=NC1=2)=[N+](C)C)C.F[P-](F)(F)(F)(F)F.CN1CCOCC1.[C:58]1([C:64]2([OH:70])[CH2:69][CH2:68][NH:67][CH2:66][CH2:65]2)[CH:63]=[CH:62][CH:61]=[CH:60][CH:59]=1. Given the product [OH:70][C:64]1([C:58]2[CH:59]=[CH:60][CH:61]=[CH:62][CH:63]=2)[CH2:69][CH2:68][N:67]([C:22]([C:21]2[CH:20]=[CH:19][C:18]([C:15]3[CH:16]=[CH:17][C:12]4[N:13]([C:9]([C:6]5[CH:7]=[CH:8][C:3]([C:1]#[N:2])=[CH:4][CH:5]=5)=[CH:10][N:11]=4)[CH:14]=3)=[CH:26][CH:25]=2)=[O:23])[CH2:66][CH2:65]1, predict the reactants needed to synthesize it. (2) The reactants are: [C:1]([C:5]1[C:6]([NH2:14])=[N:7][N:8]2[CH:13]=[CH:12][CH:11]=[N:10][C:9]=12)([CH3:4])([CH3:3])[CH3:2].[CH:15]1([CH2:21][CH2:22][C:23](Cl)=[O:24])[CH2:20][CH2:19][CH2:18][CH2:17][CH2:16]1. Given the product [C:1]([C:5]1[C:6]([NH:14][C:23](=[O:24])[CH2:22][CH2:21][CH:15]2[CH2:20][CH2:19][CH2:18][CH2:17][CH2:16]2)=[N:7][N:8]2[CH:13]=[CH:12][CH:11]=[N:10][C:9]=12)([CH3:4])([CH3:2])[CH3:3], predict the reactants needed to synthesize it. (3) Given the product [Cl:1][C:2]1[C:7]([Cl:8])=[C:6]([Cl:9])[N:5]=[C:4]([C:10]([NH2:15])=[O:12])[CH:3]=1, predict the reactants needed to synthesize it. The reactants are: [Cl:1][C:2]1[C:7]([Cl:8])=[C:6]([Cl:9])[N:5]=[C:4]([C:10]([O:12]C)=O)[CH:3]=1.[OH-].[NH4+:15]. (4) Given the product [F:1][C:2]1[CH:7]=[C:6]([F:8])[CH:5]=[CH:4][C:3]=1[C@:9]([OH:10])([C@H:11]([N:29]1[CH2:30][CH2:31][CH:32]=[C:27]([C:23]2[CH:22]=[CH:21][C:20]([CH3:19])=[C:25]([CH3:26])[N:24]=2)[CH2:28]1)[CH3:12])[CH2:13][N:14]1[CH:18]=[N:17][CH:16]=[N:15]1, predict the reactants needed to synthesize it. The reactants are: [F:1][C:2]1[CH:7]=[C:6]([F:8])[CH:5]=[CH:4][C:3]=1[C@@:9]1([CH2:13][N:14]2[CH:18]=[N:17][CH:16]=[N:15]2)[C@H:11]([CH3:12])[O:10]1.[CH3:19][C:20]1[CH:21]=[CH:22][C:23]([C:27]2[CH2:28][NH:29][CH2:30][CH2:31][CH:32]=2)=[N:24][C:25]=1[CH3:26].O.O.O.Cl([O-])(=O)(=O)=O.[Li+]. (5) Given the product [CH3:40][N:41]1[C:42]2[CH:26]=[CH:27][C:18]([C:16]3[O:17][C:13]([C:3]4[C:4]([C:7]5[CH:12]=[CH:11][CH:10]=[CH:9][CH:8]=5)=[N:5][O:6][C:2]=4[CH3:1])=[N:14][N:15]=3)=[CH:19][C:20]=2[N:24]([CH3:23])[C:43]1=[O:44], predict the reactants needed to synthesize it. The reactants are: [CH3:1][C:2]1[O:6][N:5]=[C:4]([C:7]2[CH:12]=[CH:11][CH:10]=[CH:9][CH:8]=2)[C:3]=1[C:13]1[O:17][C:16]([C:18]2[CH:27]=[CH:26]C3N[C:23](=O)[NH:24][C:20]=3[CH:19]=2)=[N:15][N:14]=1.IC.C[Si]([N-][Si](C)(C)C)(C)C.[K+].[CH3:40][N:41]([CH:43]=[O:44])[CH3:42]. (6) Given the product [NH2:41][C:42]1[CH:50]=[CH:49][CH:48]=[C:47]2[C:43]=1[C:44](=[O:65])[N:45]([C:52]1([CH2:60][CH2:61][CH2:62][CH2:63][NH:64][C:29](=[O:30])[CH2:28][CH2:27][O:26][CH2:25][CH2:24][O:23][CH2:22][CH2:21][O:20][CH2:19][CH2:18][NH2:17])[CH2:57][CH2:56][C:55](=[O:58])[NH:54][C:53]1=[O:59])[C:46]2=[O:51].[ClH:40].[NH2:41][C:42]1[CH:50]=[CH:49][CH:48]=[C:47]2[C:43]=1[C:44](=[O:65])[N:45]([C:52]1([CH2:60][CH2:61][CH2:62][CH2:63][NH2:64])[CH2:57][CH2:56][C:55](=[O:58])[NH:54][C:53]1=[O:59])[C:46]2=[O:51], predict the reactants needed to synthesize it. The reactants are: C1C2C(COC(=O)[NH:17][CH2:18][CH2:19][O:20][CH2:21][CH2:22][O:23][CH2:24][CH2:25][O:26][CH2:27][CH2:28][C:29](ON3C(=O)CCC3=O)=[O:30])C3C(=CC=CC=3)C=2C=CC=1.[ClH:40].[NH2:41][C:42]1[CH:50]=[CH:49][CH:48]=[C:47]2[C:43]=1[C:44](=[O:65])[N:45]([C:52]1([CH2:60][CH2:61][CH2:62][CH2:63][NH2:64])[CH2:57][CH2:56][C:55](=[O:58])[NH:54][C:53]1=[O:59])[C:46]2=[O:51].C(N(CC)CC)C. (7) The reactants are: F[P-](F)(F)(F)(F)F.[N:8]1(OC(N(C)C)=[N+](C)C)[C:12]2C=CC=CC=2N=N1.Cl.[N:26]1([CH2:32][CH2:33][CH2:34][O:35][C:36]2[CH:41]=[CH:40][C:39]([C:42]3([C:48]([OH:50])=O)[CH2:47][CH2:46][O:45][CH2:44][CH2:43]3)=[CH:38][CH:37]=2)[CH2:31][CH2:30][O:29][CH2:28][CH2:27]1.Cl.CN.CCN(C(C)C)C(C)C. Given the product [CH3:12][NH:8][C:48]([C:42]1([C:39]2[CH:40]=[CH:41][C:36]([O:35][CH2:34][CH2:33][CH2:32][N:26]3[CH2:31][CH2:30][O:29][CH2:28][CH2:27]3)=[CH:37][CH:38]=2)[CH2:47][CH2:46][O:45][CH2:44][CH2:43]1)=[O:50], predict the reactants needed to synthesize it. (8) The reactants are: [Br:1][C:2]1[CH:8]=[CH:7][C:5]([NH2:6])=[C:4]([F:9])[CH:3]=1.Cl[C:11]1[C:16]([C:17]([O:19][CH2:20][CH3:21])=[O:18])=[CH:15][N:14]=[C:13]([Cl:22])[CH:12]=1.Cl. Given the product [Br:1][C:2]1[CH:8]=[CH:7][C:5]([NH:6][C:11]2[C:16]([C:17]([O:19][CH2:20][CH3:21])=[O:18])=[CH:15][N:14]=[C:13]([Cl:22])[CH:12]=2)=[C:4]([F:9])[CH:3]=1, predict the reactants needed to synthesize it. (9) The reactants are: [H-].[Na+].[O-:3][CH2:4][CH3:5].[Na+].[Cl:7][C:8]1[C:9]([C:40]([NH2:42])=[O:41])=[N:10][CH:11]=[CH:12][C:13]=1[O:14][C:15]1[CH:20]=[CH:19][C:18]([NH:21][C:22]([C:24]2[C:25](=[O:38])[N:26]([C:31]3[CH:36]=[CH:35][C:34]([F:37])=[CH:33][CH:32]=3)[CH:27]=[CH:28][C:29]=2I)=[O:23])=[CH:17][C:16]=1[F:39]. Given the product [Cl:7][C:8]1[C:9]([C:40]([NH2:42])=[O:41])=[N:10][CH:11]=[CH:12][C:13]=1[O:14][C:15]1[CH:20]=[CH:19][C:18]([NH:21][C:22]([C:24]2[C:25](=[O:38])[N:26]([C:31]3[CH:36]=[CH:35][C:34]([F:37])=[CH:33][CH:32]=3)[CH:27]=[CH:28][C:29]=2[O:3][CH2:4][CH3:5])=[O:23])=[CH:17][C:16]=1[F:39], predict the reactants needed to synthesize it.